Predict which catalyst facilitates the given reaction. From a dataset of Catalyst prediction with 721,799 reactions and 888 catalyst types from USPTO. (1) Reactant: [C:1]([O:5][C:6]1[CH:23]=[CH:22][CH:21]=[CH:20][C:7]=1[CH2:8][NH:9][CH2:10][CH2:11][NH:12][C:13](=[O:19])OC(C)(C)C)([CH3:4])([CH3:3])[CH3:2].Br[CH2:25][CH2:26][CH2:27][Cl:28].C([O-])([O-])=O.[K+].[K+]. Product: [C:1]([O:5][C:6]1[CH:23]=[CH:22][CH:21]=[CH:20][C:7]=1[CH2:8][N:9]([CH2:25][CH2:26][CH2:27][Cl:28])[CH2:10][CH2:11][NH:12][C:13](=[O:19])[C:1]([CH3:4])([CH3:3])[CH3:2])([CH3:2])([CH3:3])[CH3:4]. The catalyst class is: 23. (2) Reactant: Cl.[Cl:2][C:3]1[CH:8]=[CH:7][C:6]([NH:9][NH2:10])=[CH:5][CH:4]=1.C(N(C(C)C)CC)(C)C.[C:20]12[C:26](=[CH:27][CH:28]=[CH:29][CH:30]=1)[NH:25]C(=O)O[C:21]2=[O:22]. Product: [Cl:2][C:3]1[CH:8]=[CH:7][C:6]([NH:9][NH:10][C:21](=[O:22])[C:20]2[CH:30]=[CH:29][CH:28]=[CH:27][C:26]=2[NH2:25])=[CH:5][CH:4]=1. The catalyst class is: 14. (3) Reactant: [NH2:1][C:2]1[CH:3]=[CH:4][C:5](Br)=[C:6]2[C:10]=1[C:9](=[O:11])[NH:8][CH2:7]2.[C:13](=[O:16])([O-])[O-].[K+].[K+].O. Product: [NH2:1][C:2]1[CH:3]=[CH:4][C:5]([C:2]2[CH:3]=[CH:4][C:13]([OH:16])=[CH:9][CH:10]=2)=[C:6]2[C:10]=1[C:9](=[O:11])[NH:8][CH2:7]2. The catalyst class is: 216. (4) Reactant: C([O:3][C:4](=[O:37])[C:5]1[CH:10]=[C:9]([Cl:11])[C:8]([N:12]2[CH2:17][CH2:16][N:15]([C:18]3[CH:23]=[C:22]([C:24]4[CH:29]=[CH:28][C:27]([F:30])=[CH:26][CH:25]=4)[N:21]=[C:20]([N:31]4[CH2:35][CH2:34][CH2:33][CH:32]4[CH3:36])[N:19]=3)[CH2:14][CH2:13]2)=[N:7][CH:6]=1)C.O.[Li+].[OH-].Cl. Product: [Cl:11][C:9]1[C:8]([N:12]2[CH2:13][CH2:14][N:15]([C:18]3[CH:23]=[C:22]([C:24]4[CH:25]=[CH:26][C:27]([F:30])=[CH:28][CH:29]=4)[N:21]=[C:20]([N:31]4[CH2:35][CH2:34][CH2:33][CH:32]4[CH3:36])[N:19]=3)[CH2:16][CH2:17]2)=[N:7][CH:6]=[C:5]([CH:10]=1)[C:4]([OH:37])=[O:3]. The catalyst class is: 242. (5) Reactant: Cl.[N+:2]([C:5]1[CH:6]=[N:7][N:8]([CH2:10][CH2:11][NH2:12])[CH:9]=1)([O-:4])=[O:3].C(N(CC)CC)C.[C:20](Cl)(=[O:22])[CH3:21].O. Product: [N+:2]([C:5]1[CH:6]=[N:7][N:8]([CH2:10][CH2:11][NH:12][C:20](=[O:22])[CH3:21])[CH:9]=1)([O-:4])=[O:3]. The catalyst class is: 7.